Dataset: Full USPTO retrosynthesis dataset with 1.9M reactions from patents (1976-2016). Task: Predict the reactants needed to synthesize the given product. (1) Given the product [CH3:1][N:2]1[C:3](=[O:40])[C:4]2[NH:39][CH:38]=[C:37]3[CH2:43][N:19]([C:20]4[CH:21]=[C:22]5[C:26](=[CH:27][CH:28]=4)[N:25]([CH2:29][O:30][CH2:31][CH2:32][Si:33]([CH3:34])([CH3:35])[CH3:36])[N:24]=[CH:23]5)[C:9]4[CH:10]=[CH:11][C:12]([CH2:14][S:15]([CH3:18])(=[O:16])=[O:17])=[CH:13][C:8]=4[C:6]([C:5]=23)=[CH:7]1, predict the reactants needed to synthesize it. The reactants are: [CH3:1][N:2]1[CH:7]=[C:6]([C:8]2[CH:13]=[C:12]([CH2:14][S:15]([CH3:18])(=[O:17])=[O:16])[CH:11]=[CH:10][C:9]=2[NH:19][C:20]2[CH:21]=[C:22]3[C:26](=[CH:27][CH:28]=2)[N:25]([CH2:29][O:30][CH2:31][CH2:32][Si:33]([CH3:36])([CH3:35])[CH3:34])[N:24]=[CH:23]3)[C:5]2[CH:37]=[CH:38][NH:39][C:4]=2[C:3]1=[O:40].C=O.[C:43]1(C)C=CC=CC=1. (2) Given the product [CH3:48][C:45]1[CH:46]=[CH:47][C:42]([S:39]([NH:52][C@H:12]([C:23]([NH:49][C:50]#[N:51])=[N:25][CH2:26][CH2:27][CH2:28][CH2:29][C@H:30]([N:34]([S:39]([C:42]2[CH:43]=[CH:44][C:45]([CH3:48])=[CH:46][CH:47]=2)(=[O:40])=[O:41])[CH2:35][CH:36]([CH3:37])[CH3:38])[C:31]([OH:33])=[O:32])[CH2:13][C:14]2[C:22]3[C:17](=[CH:18][CH:19]=[CH:20][CH:21]=3)[NH:16][CH:15]=2)(=[O:41])=[O:40])=[CH:43][CH:44]=1, predict the reactants needed to synthesize it. The reactants are: CC1C=CC(S(N[C@H:12]([C:23]([NH:25][CH2:26][CH2:27][CH2:28][CH2:29][C@H:30]([N:34]([S:39]([C:42]2[CH:47]=[CH:46][C:45]([CH3:48])=[CH:44][CH:43]=2)(=[O:41])=[O:40])[CH2:35][CH:36]([CH3:38])[CH3:37])[C:31]([OH:33])=[O:32])=S)[CH2:13][C:14]2[C:22]3[C:17](=[CH:18][CH:19]=[CH:20][CH:21]=3)[NH:16][CH:15]=2)(=O)=O)=CC=1.[N:49]#[C:50][NH2:51].[NH4+:52].[Cl-].